The task is: Predict the reactants needed to synthesize the given product.. This data is from Full USPTO retrosynthesis dataset with 1.9M reactions from patents (1976-2016). (1) Given the product [F:25][C:22]1[CH:23]=[CH:24][C:19]([C:17]2[N:18]=[C:14]([CH:11]3[CH2:12][CH2:13][NH:8][CH2:9][CH2:10]3)[NH:15][CH:16]=2)=[CH:20][CH:21]=1, predict the reactants needed to synthesize it. The reactants are: C([N:8]1[CH2:13][CH2:12][CH:11]([C:14]2[NH:15][CH:16]=[C:17]([C:19]3[CH:24]=[CH:23][C:22]([F:25])=[CH:21][CH:20]=3)[N:18]=2)[CH2:10][CH2:9]1)C1C=CC=CC=1.CCO. (2) Given the product [CH3:20][C:14]1([CH3:21])[CH2:13][C:12]2[CH:11]=[C:10]3[N:17]([CH2:18][CH2:19][N:8]([C:4]4[C:3]([CH:23]=[O:24])=[C:2]([C:30]5[CH:29]=[C:28]([NH:41][C:42]6[CH:47]=[CH:46][C:45]([C:48]([N:50]7[CH2:55][CH2:54][O:53][CH2:52][CH2:51]7)=[O:49])=[CH:44][N:43]=6)[C:27](=[O:56])[N:26]([CH3:25])[CH:31]=5)[CH:7]=[CH:6][N:5]=4)[C:9]3=[O:22])[C:16]=2[CH2:15]1, predict the reactants needed to synthesize it. The reactants are: Cl[C:2]1[CH:7]=[CH:6][N:5]=[C:4]([N:8]2[CH2:19][CH2:18][N:17]3[C:10](=[CH:11][C:12]4[CH2:13][C:14]([CH3:21])([CH3:20])[CH2:15][C:16]=43)[C:9]2=[O:22])[C:3]=1[CH:23]=[O:24].[CH3:25][N:26]1[CH:31]=[C:30](B2OC(C)(C)C(C)(C)O2)[CH:29]=[C:28]([NH:41][C:42]2[CH:47]=[CH:46][C:45]([C:48]([N:50]3[CH2:55][CH2:54][O:53][CH2:52][CH2:51]3)=[O:49])=[CH:44][N:43]=2)[C:27]1=[O:56].[O-]P([O-])([O-])=O.[K+].[K+].[K+].C([O-])(=O)C.[Na+]. (3) Given the product [Cl:1][C:2]1[CH:3]=[CH:4][C:5]([N:8]2[C:12]([C:13]3[CH:18]=[CH:17][CH:16]=[C:15]([F:19])[CH:14]=3)=[CH:11][C:10]([C:20]([OH:22])=[O:21])=[N:9]2)=[CH:6][CH:7]=1, predict the reactants needed to synthesize it. The reactants are: [Cl:1][C:2]1[CH:7]=[CH:6][C:5]([N:8]2[C:12]([C:13]3[CH:18]=[CH:17][CH:16]=[C:15]([F:19])[CH:14]=3)=[CH:11][C:10]([C:20]([O:22]CC)=[O:21])=[N:9]2)=[CH:4][CH:3]=1.[OH-].[Li+]. (4) Given the product [CH3:32][O:31][CH:30]([O:33][CH3:34])[CH2:29][CH:28]([CH3:35])[C:27]([C:14]1[N:10]([C:3]2[CH:4]=[CH:5][C:6]([O:8][CH3:9])=[CH:7][C:2]=2[F:1])[N:11]=[C:12]([CH3:18])[C:13]=1[C:16]#[N:17])=[O:36], predict the reactants needed to synthesize it. The reactants are: [F:1][C:2]1[CH:7]=[C:6]([O:8][CH3:9])[CH:5]=[CH:4][C:3]=1[N:10]1[C:14](I)=[C:13]([C:16]#[N:17])[C:12]([CH3:18])=[N:11]1.[Li]CCCC.CON(C)[C:27](=[O:36])[CH:28]([CH3:35])[CH2:29][CH:30]([O:33][CH3:34])[O:31][CH3:32]. (5) Given the product [C:47]([O:46][C:44]([NH:43][C@@H:39]([CH2:38][CH2:37][CH2:36][CH2:35][NH:34][C:31]([C@@H:30]1[CH2:29][S:28][CH2:27][N:26]1[C:24]([O:23][C:19]([CH3:20])([CH3:21])[CH3:22])=[O:25])=[O:33])[C:40]([OH:42])=[O:41])=[O:45])([CH3:50])([CH3:49])[CH3:48], predict the reactants needed to synthesize it. The reactants are: [Cl-].COC1N=C(OC)N=C([N+]2(C)CCOCC2)N=1.[C:19]([O:23][C:24]([N:26]1[C@H:30]([C:31]([OH:33])=O)[CH2:29][S:28][CH2:27]1)=[O:25])([CH3:22])([CH3:21])[CH3:20].[NH2:34][CH2:35][CH2:36][CH2:37][CH2:38][C@H:39]([NH:43][C:44]([O:46][C:47]([CH3:50])([CH3:49])[CH3:48])=[O:45])[C:40]([OH:42])=[O:41]. (6) Given the product [CH3:28][O:30][N:24]=[C:13]1[C:11]2=[N:12][C:7]([C:6]3[S:5][C:4]([C:18]4[CH:19]=[N:20][CH:21]=[CH:22][CH:23]=4)=[N:3][C:2]=3[CH3:1])=[CH:8][CH:9]=[C:10]2[O:16][CH2:15][CH2:14]1, predict the reactants needed to synthesize it. The reactants are: [CH3:1][C:2]1[N:3]=[C:4]([C:18]2[CH:19]=[N:20][CH:21]=[CH:22][CH:23]=2)[S:5][C:6]=1[C:7]1[N:12]=[C:11]2[C:13](=O)[CH2:14][CH2:15][O:16][C:10]2=[CH:9][CH:8]=1.[NH2:24]O.Cl.C[C:28]([O-:30])=O.[K+]. (7) Given the product [Cl:32][C:30]1[CH:31]=[C:26]([S:23]([N:18]2[C:19]3[C:15](=[C:14]([N:11]4[CH2:10][CH2:9][NH:8][CH2:13][CH2:12]4)[CH:22]=[CH:21][CH:20]=3)[CH:16]=[CH:17]2)(=[O:25])=[O:24])[CH:27]=[C:28]([Cl:33])[CH:29]=1, predict the reactants needed to synthesize it. The reactants are: C([N:8]1[CH2:13][CH2:12][N:11]([C:14]2[CH:22]=[CH:21][CH:20]=[C:19]3[C:15]=2[CH:16]=[CH:17][N:18]3[S:23]([C:26]2[CH:31]=[C:30]([Cl:32])[CH:29]=[C:28]([Cl:33])[CH:27]=2)(=[O:25])=[O:24])[CH2:10][CH2:9]1)C1C=CC=CC=1.ClC(OC(Cl)C)=O. (8) Given the product [C:1]([O:5][C:6]([N:8]1[CH2:13][CH2:12][N:11]2[C:14]([CH2:17][CH2:18][CH3:19])=[N:15][C:16]([Cl:34])=[C:10]2[CH:9]1[CH2:20][CH2:21][C:22]1[CH:27]=[CH:26][C:25]([C:28]([F:30])([F:31])[F:29])=[C:24]([F:32])[CH:23]=1)=[O:7])([CH3:2])([CH3:3])[CH3:4], predict the reactants needed to synthesize it. The reactants are: [C:1]([O:5][C:6]([N:8]1[CH2:13][CH2:12][N:11]2[C:14]([CH2:17][CH2:18][CH3:19])=[N:15][CH:16]=[C:10]2[CH:9]1[CH2:20][CH2:21][C:22]1[CH:27]=[CH:26][C:25]([C:28]([F:31])([F:30])[F:29])=[C:24]([F:32])[CH:23]=1)=[O:7])([CH3:4])([CH3:3])[CH3:2].C(Cl)[Cl:34].CO. (9) Given the product [C:50]([OH:55])(=[O:54])[C:51]([OH:53])=[O:52].[N:8]1[CH:9]=[CH:10][CH:11]=[CH:12][C:7]=1[N:6]1[C:5]2[CH:13]=[CH:14][CH:15]=[CH:16][C:4]=2[N:3]=[C:2]1/[CH:1]=[CH:23]/[C:20]1[CH:21]=[CH:22][N:17]=[CH:18][CH:19]=1, predict the reactants needed to synthesize it. The reactants are: [CH3:1][C:2]1[N:6]([C:7]2[CH:12]=[CH:11][CH:10]=[CH:9][N:8]=2)[C:5]2[CH:13]=[CH:14][CH:15]=[CH:16][C:4]=2[N:3]=1.[N:17]1[CH:22]=[CH:21][C:20]([CH:23]=O)=[CH:19][CH:18]=1.Cl.Cl.N1C=CC=CC=1N1C2C=CC=CC=2N=C1/C=C/C1C=CC=CN=1.[C:50]([OH:55])(=[O:54])[C:51]([OH:53])=[O:52].